Dataset: Reaction yield outcomes from USPTO patents with 853,638 reactions. Task: Predict the reaction yield, written as a fraction of the theoretical maximum amount of product (1.0 means a 100% yield; for example, 0.34 means a 34% yield). (1) The reactants are Br[C:2]1[C:3]([CH3:18])=[N:4][NH:5][C:6]=1[C:7]1[CH:17]=[CH:16][C:10]2[O:11][CH2:12][C:13](=[O:15])[NH:14][C:9]=2[CH:8]=1.[F:19][C:20]1[CH:25]=[CH:24][C:23](B(O)O)=[CH:22][CH:21]=1. No catalyst specified. The product is [F:19][C:20]1[CH:25]=[CH:24][C:23]([C:2]2[C:3]([CH3:18])=[N:4][NH:5][C:6]=2[C:7]2[CH:17]=[CH:16][C:10]3[O:11][CH2:12][C:13](=[O:15])[NH:14][C:9]=3[CH:8]=2)=[CH:22][CH:21]=1. The yield is 0.540. (2) The reactants are F[C:2]1[CH:9]=[CH:8][C:7]([CH2:10][CH2:11][C:12]2[NH:13][CH:14]=[C:15]([CH2:19][C:20]3[CH:21]=[N:22][CH:23]=[N:24][CH:25]=3)[C:16](=[O:18])[N:17]=2)=[CH:6][C:3]=1[C:4]#[N:5].[Cl:26][C:27]1[CH:32]=[CH:31][C:30]([OH:33])=[CH:29][C:28]=1[C:34]([F:37])([F:36])[F:35].C([O-])([O-])=O.[K+].[K+]. The catalyst is CN1C(=O)CCC1. The product is [Cl:26][C:27]1[CH:32]=[CH:31][C:30]([O:33][C:2]2[CH:9]=[CH:8][C:7]([CH2:10][CH2:11][C:12]3[NH:13][CH:14]=[C:15]([CH2:19][C:20]4[CH:21]=[N:22][CH:23]=[N:24][CH:25]=4)[C:16](=[O:18])[N:17]=3)=[CH:6][C:3]=2[C:4]#[N:5])=[CH:29][C:28]=1[C:34]([F:35])([F:36])[F:37]. The yield is 0.150. (3) The catalyst is ClCCl.O. The reactants are [OH:1][C@@H:2]1[C@@H:10]([C@@H:11]([O:16][CH3:17])[C:12]([F:15])([F:14])[F:13])[O:9][C@H:8]2[C@H:4]([N:5]=[C:6]([N:18]([CH2:26][CH3:27])C(=O)OC(C)(C)C)[S:7]2)[C@H:3]1[OH:28].FC(F)(F)C(O)=O.CO.N. The product is [CH2:26]([NH:18][C:6]1[S:7][C@H:8]2[O:9][C@H:10]([C@@H:11]([O:16][CH3:17])[C:12]([F:14])([F:13])[F:15])[C@@H:2]([OH:1])[C@H:3]([OH:28])[C@H:4]2[N:5]=1)[CH3:27]. The yield is 0.740.